From a dataset of Full USPTO retrosynthesis dataset with 1.9M reactions from patents (1976-2016). Predict the reactants needed to synthesize the given product. (1) Given the product [O:12]=[CH:11][CH2:10][C@@H:9]([NH:15][C:16]1[CH:21]=[CH:20][C:19]([S:22]([NH2:23])(=[O:24])=[O:25])=[CH:18][C:17]=1[S:26]([C:29]([F:30])([F:31])[F:32])(=[O:28])=[O:27])[CH2:8][S:7][C:1]1[CH:2]=[CH:3][CH:4]=[CH:5][CH:6]=1, predict the reactants needed to synthesize it. The reactants are: [C:1]1([S:7][CH2:8][C@H:9]([NH:15][C:16]2[CH:21]=[CH:20][C:19]([S:22](=[O:25])(=[O:24])[NH2:23])=[CH:18][C:17]=2[S:26]([C:29]([F:32])([F:31])[F:30])(=[O:28])=[O:27])[CH2:10][C:11](OC)=[O:12])[CH:6]=[CH:5][CH:4]=[CH:3][CH:2]=1.CC(C[AlH]CC(C)C)C.CCCCCCC.[C@H](O)(C([O-])=O)[C@@H](O)C([O-])=O.[Na+].[K+]. (2) The reactants are: [F:1][C:2]1[C:9]([O:10][CH3:11])=[CH:8][CH:7]=[C:6]([F:12])[C:3]=1[CH:4]=[O:5].[BH4-].[Na+]. Given the product [F:1][C:2]1[C:9]([O:10][CH3:11])=[CH:8][CH:7]=[C:6]([F:12])[C:3]=1[CH2:4][OH:5], predict the reactants needed to synthesize it. (3) The reactants are: C([O:3][C:4](=[O:27])[CH2:5][CH2:6][CH2:7][CH2:8][N:9]1[CH2:14][CH2:13][N:12]([CH2:15][CH2:16][CH2:17][CH2:18][NH:19][C:20]([O:22][C:23]([CH3:26])([CH3:25])[CH3:24])=[O:21])[CH2:11][CH2:10]1)C.C1COCC1.[OH-].[Li+]. Given the product [C:23]([O:22][C:20]([NH:19][CH2:18][CH2:17][CH2:16][CH2:15][N:12]1[CH2:11][CH2:10][N:9]([CH2:8][CH2:7][CH2:6][CH2:5][C:4]([OH:27])=[O:3])[CH2:14][CH2:13]1)=[O:21])([CH3:26])([CH3:24])[CH3:25], predict the reactants needed to synthesize it. (4) The reactants are: [Cl:1][C:2]1[C:3]([O:12][C:13]2[CH:18]=[C:17]([O:19][CH2:20][CH2:21][O:22][CH3:23])[CH:16]=[CH:15][C:14]=2/[CH:24]=[CH:25]/[C:26](O)=[O:27])=[N:4][CH:5]=[C:6]([C:8]([F:11])([F:10])[F:9])[CH:7]=1.Cl.C(N=C=NCCCN(C)C)C.[F:41][C:42]1[CH:47]=[CH:46][C:45]([S:48]([NH2:51])(=[O:50])=[O:49])=[CH:44][CH:43]=1.Cl. Given the product [Cl:1][C:2]1[C:3]([O:12][C:13]2[CH:18]=[C:17]([O:19][CH2:20][CH2:21][O:22][CH3:23])[CH:16]=[CH:15][C:14]=2/[CH:24]=[CH:25]/[C:26]([NH:51][S:48]([C:45]2[CH:44]=[CH:43][C:42]([F:41])=[CH:47][CH:46]=2)(=[O:50])=[O:49])=[O:27])=[N:4][CH:5]=[C:6]([C:8]([F:9])([F:11])[F:10])[CH:7]=1, predict the reactants needed to synthesize it. (5) Given the product [CH3:9][Si:10]([CH3:12])([CH3:11])[NH:13][Si:14]([CH3:17])([CH3:16])[CH3:15], predict the reactants needed to synthesize it. The reactants are: [Pb](Cl)Cl.C(OCC)C.[CH3:9][Si:10]([N:13]([Li])[Si:14]([CH3:17])([CH3:16])[CH3:15])([CH3:12])[CH3:11].CN(C)CC(C)(O)C. (6) Given the product [Br:15][C:13]1[CH:14]=[C:9]([NH:8][S:29]([C:23]2[CH:28]=[CH:27][CH:26]=[CH:25][CH:24]=2)(=[O:31])=[O:30])[C:10]([Cl:16])=[N:11][CH:12]=1, predict the reactants needed to synthesize it. The reactants are: N1C=CC=CC=1N.[NH2:8][C:9]1[C:10]([Cl:16])=[N:11][CH:12]=[C:13]([Br:15])[CH:14]=1.N1C=CC=CC=1.[C:23]1([S:29](Cl)(=[O:31])=[O:30])[CH:28]=[CH:27][CH:26]=[CH:25][CH:24]=1. (7) Given the product [S:14]1[C:15]2[CH:20]=[CH:19][CH:18]=[CH:17][C:16]=2[CH2:21][O:6][CH:5]1[C:4]1[CH:7]=[C:8]([O:12][CH3:13])[C:9]([O:10][CH3:11])=[C:2]([OH:1])[CH:3]=1, predict the reactants needed to synthesize it. The reactants are: [OH:1][C:2]1[CH:3]=[C:4]([CH:7]=[C:8]([O:12][CH3:13])[C:9]=1[O:10][CH3:11])[CH:5]=[O:6].[SH:14][C:15]1[CH:20]=[CH:19][CH:18]=[CH:17][C:16]=1[CH2:21]O.Cl. (8) Given the product [F:1][C:2]1[CH:47]=[CH:46][C:45]([F:48])=[CH:44][C:3]=1[CH2:4][N:5]1[C:9]([CH3:10])=[C:8]([C:11]2[C:19]3[C:14](=[N:15][CH:16]=[C:17]([C:20]4[CH:21]=[CH:22][C:23]([O:31][CH3:32])=[C:24]([NH:26][S:27]([CH3:30])(=[O:28])=[O:29])[CH:25]=4)[CH:18]=3)[NH:13][CH:12]=2)[C:7]([CH3:43])=[N:6]1, predict the reactants needed to synthesize it. The reactants are: [F:1][C:2]1[CH:47]=[CH:46][C:45]([F:48])=[CH:44][C:3]=1[CH2:4][N:5]1[C:9]([CH3:10])=[C:8]([C:11]2[C:19]3[C:14](=[N:15][CH:16]=[C:17]([C:20]4[CH:21]=[CH:22][C:23]([O:31][CH3:32])=[C:24]([NH:26][S:27]([CH3:30])(=[O:29])=[O:28])[CH:25]=4)[CH:18]=3)[N:13](S(C3C=CC(C)=CC=3)(=O)=O)[CH:12]=2)[C:7]([CH3:43])=[N:6]1.[OH-].[Li+]. (9) Given the product [C:1]([O:5][C:6]([N:8]1[CH2:9][CH2:10][CH:11]([C:14]([N:16]2[CH2:20][C@@H:19]([N:21]([CH:32]3[CH2:41][CH2:33]3)[C:22]([O:24][C:25]3[CH:26]=[CH:27][C:28]([F:31])=[CH:29][CH:30]=3)=[O:23])[C@H:18]([C:34]3[CH:39]=[CH:38][C:37]([Cl:40])=[CH:36][CH:35]=3)[CH2:17]2)=[O:15])[CH2:12][CH2:13]1)=[O:7])([CH3:2])([CH3:3])[CH3:4], predict the reactants needed to synthesize it. The reactants are: [C:1]([O:5][C:6]([N:8]1[CH2:13][CH2:12][CH:11]([C:14]([N:16]2[CH2:20][C@@H:19]([N:21]([CH2:32][CH3:33])[C:22]([O:24][C:25]3[CH:30]=[CH:29][C:28]([F:31])=[CH:27][CH:26]=3)=[O:23])[C@H:18]([C:34]3[CH:39]=[CH:38][C:37]([Cl:40])=[CH:36][CH:35]=3)[CH2:17]2)=[O:15])[CH2:10][CH2:9]1)=[O:7])([CH3:4])([CH3:3])[CH3:2].[C:41](OC(N1CCC(C(O)=O)CC1)=O)(C)(C)C. (10) Given the product [C:1]([C:5]1[CH:9]=[C:8]([C:10]([OH:12])=[O:11])[N:7]([CH2:15][CH3:16])[N:6]=1)([CH3:4])([CH3:2])[CH3:3], predict the reactants needed to synthesize it. The reactants are: [C:1]([C:5]1[CH:9]=[C:8]([C:10]([O:12]CC)=[O:11])[N:7]([CH2:15][CH3:16])[N:6]=1)([CH3:4])([CH3:3])[CH3:2].[OH-].[Li+].